This data is from Catalyst prediction with 721,799 reactions and 888 catalyst types from USPTO. The task is: Predict which catalyst facilitates the given reaction. (1) Reactant: Cl[C:2](=[O:7])[C:3]([O:5][CH3:6])=[O:4].[CH:8]1([C:14]2[CH:20]=[CH:19][C:17]([NH2:18])=[CH:16][CH:15]=2)[CH2:13][CH2:12][CH2:11][CH2:10][CH2:9]1.N1C=CC=CC=1.O. The catalyst class is: 2. Product: [CH:8]1([C:14]2[CH:15]=[CH:16][C:17]([NH:18][C:2](=[O:7])[C:3]([O:5][CH3:6])=[O:4])=[CH:19][CH:20]=2)[CH2:9][CH2:10][CH2:11][CH2:12][CH2:13]1. (2) Product: [CH3:1][O:2][C:3]1[CH:8]=[CH:7][C:6]([C:9]([C:13]2[CH:18]=[CH:17][C:16]([O:19][CH3:20])=[CH:15][CH:14]=2)=[C:10]([P:27]([C:34]2[CH:35]=[CH:36][CH:37]=[CH:38][CH:39]=2)[C:28]2[CH:33]=[CH:32][CH:31]=[CH:30][CH:29]=2)[CH3:11])=[CH:5][CH:4]=1. Reactant: [CH3:1][O:2][C:3]1[CH:8]=[CH:7][C:6]([C:9]([C:13]2[CH:18]=[CH:17][C:16]([O:19][CH3:20])=[CH:15][CH:14]=2)=[C:10](Br)[CH3:11])=[CH:5][CH:4]=1.C([Li])CCC.Cl[P:27]([C:34]1[CH:39]=[CH:38][CH:37]=[CH:36][CH:35]=1)[C:28]1[CH:33]=[CH:32][CH:31]=[CH:30][CH:29]=1.[Cl-].[NH4+]. The catalyst class is: 1. (3) Reactant: [CH3:1][O:2][C:3]1[CH:4]=[C:5]([CH2:20][C:21]([OH:23])=O)[CH:6]=[CH:7][C:8]=1[NH:9][C:10]([NH:12][C:13]1[CH:18]=[CH:17][CH:16]=[CH:15][C:14]=1[CH3:19])=[O:11].[CH:24]1[C:33]2[C:28](=[CH:29][CH:30]=[CH:31][CH:32]=2)[CH:27]=[CH:26][C:25]=1[O:34][C@@H:35]1[CH2:39][NH:38][C@H:37]([CH2:40][O:41][C:42]2[CH:51]=[CH:50][C:45]([C:46]([O:48][CH3:49])=[O:47])=[CH:44][CH:43]=2)[CH2:36]1.CCN=C=NCCCN(C)C.Cl. Product: [CH3:1][O:2][C:3]1[CH:4]=[C:5]([CH2:20][C:21]([N:38]2[CH2:39][C@@H:35]([O:34][C:25]3[CH:26]=[CH:27][C:28]4[C:33](=[CH:32][CH:31]=[CH:30][CH:29]=4)[CH:24]=3)[CH2:36][C@H:37]2[CH2:40][O:41][C:42]2[CH:43]=[CH:44][C:45]([C:46]([O:48][CH3:49])=[O:47])=[CH:50][CH:51]=2)=[O:23])[CH:6]=[CH:7][C:8]=1[NH:9][C:10]([NH:12][C:13]1[CH:18]=[CH:17][CH:16]=[CH:15][C:14]=1[CH3:19])=[O:11]. The catalyst class is: 241. (4) Reactant: C([O:3][C:4](=[O:39])[CH2:5][C@H:6]([NH:14][C:15]([C:17]1[CH:21]=[C:20]([O:22][CH2:23][C:24]2[CH:29]=[CH:28][CH:27]=[CH:26][C:25]=2[C:30]#[N:31])[N:19]([C:32]2[CH:37]=[CH:36][CH:35]=[CH:34][C:33]=2[F:38])[N:18]=1)=[O:16])[C:7]1[CH:12]=[CH:11][CH:10]=[CH:9][C:8]=1[CH3:13])C.[OH-].[Li+]. Product: [C:30]([C:25]1[CH:26]=[CH:27][CH:28]=[CH:29][C:24]=1[CH2:23][O:22][C:20]1[N:19]([C:32]2[CH:37]=[CH:36][CH:35]=[CH:34][C:33]=2[F:38])[N:18]=[C:17]([C:15]([NH:14][C@H:6]([C:7]2[CH:12]=[CH:11][CH:10]=[CH:9][C:8]=2[CH3:13])[CH2:5][C:4]([OH:39])=[O:3])=[O:16])[CH:21]=1)#[N:31]. The catalyst class is: 20. (5) Reactant: C([O:3][C:4]([C:6]1([S:21]([C:24]2[CH:29]=[CH:28][C:27]([O:30][CH2:31][CH2:32][CH2:33][CH3:34])=[CH:26][CH:25]=2)(=[O:23])=[O:22])[CH2:11][CH2:10][N:9]([CH2:12][C:13]2[CH:18]=[CH:17][C:16]([O:19][CH3:20])=[CH:15][CH:14]=2)[CH2:8][CH2:7]1)=[O:5])C.[OH-].[Na+]. Product: [CH2:31]([O:30][C:27]1[CH:28]=[CH:29][C:24]([S:21]([C:6]2([C:4]([OH:5])=[O:3])[CH2:7][CH2:8][N:9]([CH2:12][C:13]3[CH:14]=[CH:15][C:16]([O:19][CH3:20])=[CH:17][CH:18]=3)[CH2:10][CH2:11]2)(=[O:22])=[O:23])=[CH:25][CH:26]=1)[CH2:32][CH2:33][CH3:34]. The catalyst class is: 5.